Dataset: Tox21: 12 toxicity assays (nuclear receptors and stress response pathways). Task: Binary classification across 12 toxicity assays. (1) The compound is Cn1sc(Cl)cc1=O. It tested positive (active) for: NR-AR (Androgen Receptor agonist activity). (2) The drug is CC1CC(OC(=O)C(O)c2ccccc2)CC(C)(C)N1C. It tested positive (active) for: NR-ER (Estrogen Receptor agonist activity).